Dataset: Experimentally validated miRNA-target interactions with 360,000+ pairs, plus equal number of negative samples. Task: Binary Classification. Given a miRNA mature sequence and a target amino acid sequence, predict their likelihood of interaction. (1) The miRNA is ath-miR859 with sequence UCUCUCUGUUGUGAAGUCAAA. The protein sequence of the target gene is MANSTGKAPPDERRKGLAFLDELRQFHHSRGSPFKKIPAVGGKELDLHGLYTRVTTLGGFAKVSEKNQWGEIVEEFNFPRSCSNAAFALKQYYLRYLEKYEKVHHFGEDDDEVPPGNPKPQLPIGAIPSSYNYQQHSVSDYLRQSYGLSMDFNSPNDYNKLVLSLLSGLPNEVDFAINVCTLLSNESKHVMQLEKDPKIITLLLANAGVFDDTLGSFSTVFGEEWKEKTDRDFVKFWKDIVDDNEVRDLISDRNKSHEGTSGEWIWESLFHPPRKLGINDIEGQRVLQIAVILRNLSFEE.... Result: 0 (no interaction). (2) The miRNA is hsa-miR-340-3p with sequence UCCGUCUCAGUUACUUUAUAGC. The protein sequence of the target gene is MAEKRHTRDSEAQRLPDSFKDSPSKGLGPCGWILVAFSFLFTVITFPISIWMCIKIIKEYERAIIFRLGRILQGGAKGPGLFFILPCTDSFIKVDMRTISFDIPPQEILTKDSVTISVDGVVYYRVQNATLAVANITNADSATRLLAQTTLRNVLGTKNLSQILSDREEIAHNMQSTLDDATDAWGIKVERVEIKDVKLPVQLQRAMAAEAEASREARAKVIAAEGEMNASRALKEASMVITESPAALQLRYLQTLTTIAAEKNSTIVFPLPIDMLQGIIGAKHSHLG. Result: 1 (interaction). (3) The miRNA is hsa-miR-7515 with sequence AGAAGGGAAGAUGGUGAC. The protein sequence of the target gene is MVLPTCPMAEFALPRHSAVMERLRRRIELCRRHHSTCEARYEAVSPERLELERQHTFALHQRCIQAKAKRAGKHRQPPAAATAPVAAPAPASAPAAARLDAADGPEHGRPVAHLHDTVKRSLDSAASPQNGDQPNGYGDLFPGHKKTRREAPLGVSVSANGLPPASPLGQPDKPSGGDTLQTAGKHSLGLDPINKKCLADSGIHLNGGSNSSEPFPLSLSKELKQEPVDDLPCMIAGAGGSVAQSNLMPDLNLNEQEWKELIEELNRSVPDEDMKDLFTEDFEEKKDPEPPGSATQTPLA.... Result: 0 (no interaction).